This data is from Catalyst prediction with 721,799 reactions and 888 catalyst types from USPTO. The task is: Predict which catalyst facilitates the given reaction. (1) Reactant: [CH:1]1([C:4]2[C:5]([N:24]([C:29]3[CH:30]=[CH:31][C:32]([N+:44]([O-:46])=[O:45])=[C:33]([CH:35](C(OC)=O)[C:36]([O:38]C)=[O:37])[CH:34]=3)[S:25]([CH3:28])(=[O:27])=[O:26])=[CH:6][C:7]3[O:11][C:10]([C:12]4[CH:17]=[CH:16][C:15]([F:18])=[CH:14][CH:13]=4)=[C:9]([C:19](=[O:22])[NH:20][CH3:21])[C:8]=3[CH:23]=2)[CH2:3][CH2:2]1.[OH-].[Na+].Cl. Product: [CH:1]1([C:4]2[C:5]([N:24]([C:29]3[CH:30]=[CH:31][C:32]([N+:44]([O-:46])=[O:45])=[C:33]([CH2:35][C:36]([OH:38])=[O:37])[CH:34]=3)[S:25]([CH3:28])(=[O:27])=[O:26])=[CH:6][C:7]3[O:11][C:10]([C:12]4[CH:17]=[CH:16][C:15]([F:18])=[CH:14][CH:13]=4)=[C:9]([C:19](=[O:22])[NH:20][CH3:21])[C:8]=3[CH:23]=2)[CH2:3][CH2:2]1. The catalyst class is: 87. (2) Reactant: [Br:1][C:2]1[CH:10]=[C:9]([CH:11]([CH3:13])[CH3:12])[C:8]([Br:14])=[C:7]2[C:3]=1[CH2:4][CH:5]([CH3:16])[C:6]2=[O:15].[BH4-].[Na+].[OH-].[K+].I[CH3:22]. Product: [Br:1][C:2]1[CH:10]=[C:9]([CH:11]([CH3:12])[CH3:13])[C:8]([Br:14])=[C:7]2[C:3]=1[CH2:4][CH:5]([CH3:16])[CH:6]2[O:15][CH3:22]. The catalyst class is: 278. (3) Reactant: [OH:1][C:2]1[CH:7]=[CH:6][C:5]([CH:8]([C:14]2[CH:18]=[CH:17][O:16][N:15]=2)[CH2:9][C:10]([O:12][CH3:13])=[O:11])=[CH:4][CH:3]=1.[CH3:19][O:20]/[N:21]=[C:22](/[C:33]1[CH:38]=[CH:37][CH:36]=[CH:35][CH:34]=1)\[CH2:23][O:24][C:25]1[CH:30]=[CH:29][C:28]([CH2:31]O)=[CH:27][CH:26]=1.C1(P(C2C=CC=CC=2)C2C=CC=CC=2)C=CC=CC=1. Product: [CH3:19][O:20]/[N:21]=[C:22](/[C:33]1[CH:38]=[CH:37][CH:36]=[CH:35][CH:34]=1)\[CH2:23][O:24][C:25]1[CH:30]=[CH:29][C:28]([CH2:31][O:1][C:2]2[CH:7]=[CH:6][C:5]([CH:8]([C:14]3[CH:18]=[CH:17][O:16][N:15]=3)[CH2:9][C:10]([O:12][CH3:13])=[O:11])=[CH:4][CH:3]=2)=[CH:27][CH:26]=1. The catalyst class is: 1. (4) Reactant: [ClH:1].[C:2]([NH:5][C:6]1[CH:11]=[CH:10][C:9]([C:12]2[CH:17]=[CH:16][C:15]([CH2:18][C@H:19]([NH:34][C:35]([C@H:37]3[CH2:42][CH2:41][C@H:40]([CH2:43][NH:44]C(=O)OC(C)(C)C)[CH2:39][CH2:38]3)=[O:36])[C:20](=[O:33])[NH:21][C:22]3[CH:27]=[CH:26][C:25]([C:28]4[N:29]=[N:30][NH:31][N:32]=4)=[CH:24][CH:23]=3)=[CH:14][CH:13]=2)=[CH:8][C:7]=1[F:52])(=[O:4])[CH3:3].C(#N)C. Product: [ClH:1].[C:2]([NH:5][C:6]1[CH:11]=[CH:10][C:9]([C:12]2[CH:13]=[CH:14][C:15]([CH2:18][C@H:19]([NH:34][C:35]([C@H:37]3[CH2:38][CH2:39][C@H:40]([CH2:43][NH2:44])[CH2:41][CH2:42]3)=[O:36])[C:20](=[O:33])[NH:21][C:22]3[CH:27]=[CH:26][C:25]([C:28]4[N:29]=[N:30][NH:31][N:32]=4)=[CH:24][CH:23]=3)=[CH:16][CH:17]=2)=[CH:8][C:7]=1[F:52])(=[O:4])[CH3:3]. The catalyst class is: 346.